The task is: Predict which catalyst facilitates the given reaction.. This data is from Catalyst prediction with 721,799 reactions and 888 catalyst types from USPTO. (1) The catalyst class is: 26. Product: [CH3:15][N:16]([CH2:17][CH2:18][C:19]1[CH:24]=[CH:23][CH:22]=[CH:21][CH:20]=1)[CH:10]1[CH2:9][CH2:8][C:7]2[N:6]=[CH:5][C:4]([N+:1]([O-:3])=[O:2])=[CH:13][C:12]=2[CH2:11]1. Reactant: [N+:1]([C:4]1[CH:5]=[N:6][C:7]2[CH2:8][CH2:9][C:10](=O)[CH2:11][C:12]=2[CH:13]=1)([O-:3])=[O:2].[CH3:15][NH:16][CH2:17][CH2:18][C:19]1[CH:24]=[CH:23][CH:22]=[CH:21][CH:20]=1.C(O[BH-](OC(=O)C)OC(=O)C)(=O)C.[Na+].C([O-])(O)=O.[Na+]. (2) Reactant: Br[C:2]1[CH:3]=[C:4]([CH:8]2[O:12][CH2:11][CH2:10][O:9]2)[CH:5]=[CH:6][CH:7]=1.Cl.Cl[CH:15]([CH3:18])[CH2:16][NH2:17].C1C=CC(P(C2C(C3C(P(C4C=CC=CC=4)C4C=CC=CC=4)=CC=C4C=3C=CC=C4)=C3C(C=CC=C3)=CC=2)C2C=CC=CC=2)=CC=1.CC(C)([O-])C.[Na+]. Product: [O:9]1[CH2:10][CH2:11][O:12][CH:8]1[C:4]1[CH:3]=[C:2]([N:17]2[CH2:18][CH2:15][CH2:16]2)[CH:7]=[CH:6][CH:5]=1. The catalyst class is: 491. (3) Reactant: [NH2:1][C:2]1[N:7]=[C:6](Cl)[CH:5]=[C:4]([C:9]2[O:10][CH:11]=[CH:12][CH:13]=2)[N:3]=1.[Na].[N:15]12CCN(CC1)C[CH2:16]2.O. Product: [NH2:1][C:2]1[N:7]=[C:6]([C:16]#[N:15])[CH:5]=[C:4]([C:9]2[O:10][CH:11]=[CH:12][CH:13]=2)[N:3]=1. The catalyst class is: 16. (4) Reactant: [F:1][C:2]([C:5]1[CH:12]=[CH:11][C:8]([CH:9]=[O:10])=[C:7](F)[CH:6]=1)([F:4])[F:3].C(=O)([O-])[O-].[K+].[K+].[C:20]([C:22]1[CH:23]=[C:24]([OH:28])[CH:25]=[CH:26][CH:27]=1)#[N:21].O. Product: [CH:9]([C:8]1[CH:11]=[CH:12][C:5]([C:2]([F:4])([F:3])[F:1])=[CH:6][C:7]=1[O:28][C:24]1[CH:23]=[C:22]([CH:27]=[CH:26][CH:25]=1)[C:20]#[N:21])=[O:10]. The catalyst class is: 3. (5) Reactant: Cl[C:2]1[N:3]=[C:4]([O:13][C@H:14]2[CH2:18][CH2:17][N:16]([C:19]([O:21][C:22]([CH3:25])([CH3:24])[CH3:23])=[O:20])[CH2:15]2)[C:5]2[C:10]([CH:11]=1)=[CH:9][CH:8]=[C:7]([F:12])[CH:6]=2.[CH3:26][N:27](C=O)C. Product: [C:26]([C:2]1[N:3]=[C:4]([O:13][C@H:14]2[CH2:18][CH2:17][N:16]([C:19]([O:21][C:22]([CH3:25])([CH3:24])[CH3:23])=[O:20])[CH2:15]2)[C:5]2[C:10]([CH:11]=1)=[CH:9][CH:8]=[C:7]([F:12])[CH:6]=2)#[N:27]. The catalyst class is: 380. (6) The catalyst class is: 566. Product: [Cl:19][C:14]1[CH:13]=[C:12]([NH:11][C:10](=[NH:20])[NH:9][C:4]2[N:3]=[C:2]([NH:26][CH2:25][CH2:24][CH2:23][N:22]([CH3:27])[CH3:21])[CH:7]=[C:6]([CH3:8])[N:5]=2)[CH:17]=[CH:16][C:15]=1[Cl:18]. Reactant: Cl[C:2]1[CH:7]=[C:6]([CH3:8])[N:5]=[C:4]([NH:9][C:10](=[NH:20])[NH:11][C:12]2[CH:17]=[CH:16][C:15]([Cl:18])=[C:14]([Cl:19])[CH:13]=2)[N:3]=1.[CH3:21][N:22]([CH3:27])[CH2:23][CH2:24][CH2:25][NH2:26]. (7) Reactant: F[C:2]1[CH:7]=[CH:6][C:5]([N+:8]([O-:10])=[O:9])=[CH:4][CH:3]=1.[CH3:11][C@H:12]1[O:17][C@@H:16]([CH3:18])[CH2:15][NH:14][CH2:13]1.C(=O)([O-])[O-].[K+].[K+]. Product: [CH3:18][C@H:16]1[O:17][C@@H:12]([CH3:11])[CH2:13][N:14]([C:2]2[CH:7]=[CH:6][C:5]([N+:8]([O-:10])=[O:9])=[CH:4][CH:3]=2)[CH2:15]1. The catalyst class is: 10.